This data is from Peptide-MHC class I binding affinity with 185,985 pairs from IEDB/IMGT. The task is: Regression. Given a peptide amino acid sequence and an MHC pseudo amino acid sequence, predict their binding affinity value. This is MHC class I binding data. (1) The peptide sequence is WKAIGAYIL. The MHC is HLA-B57:01 with pseudo-sequence HLA-B57:01. The binding affinity (normalized) is 0.0847. (2) The peptide sequence is VLIAGIILL. The MHC is HLA-B35:01 with pseudo-sequence HLA-B35:01. The binding affinity (normalized) is 0.142. (3) The peptide sequence is LDAVIRANN. The MHC is HLA-A11:01 with pseudo-sequence HLA-A11:01. The binding affinity (normalized) is 0.